Dataset: Reaction yield outcomes from USPTO patents with 853,638 reactions. Task: Predict the reaction yield, written as a fraction of the theoretical maximum amount of product (1.0 means a 100% yield; for example, 0.34 means a 34% yield). (1) The reactants are [Si:1]([O:8][CH:9]1[CH2:14][CH:13]([CH3:15])[CH2:12][C:11]([C:16]2[CH:21]=[CH:20][N:19]=[CH:18][C:17]=2[N+:22]([O-])=O)=[CH:10]1)([C:4]([CH3:7])([CH3:6])[CH3:5])([CH3:3])[CH3:2]. The catalyst is C(O)(=O)C.[Fe]. The product is [Si:1]([O:8][CH:9]1[CH2:14][CH:13]([CH3:15])[CH2:12][C:11]([C:16]2[CH:21]=[CH:20][N:19]=[CH:18][C:17]=2[NH2:22])=[CH:10]1)([C:4]([CH3:7])([CH3:5])[CH3:6])([CH3:3])[CH3:2]. The yield is 0.780. (2) The reactants are Br[CH2:2][C:3]([CH3:20])=[CH:4][CH2:5][C:6]1[C:14]([OH:15])=[C:13]2[C:9]([CH2:10][O:11][C:12]2=[O:16])=[C:8]([CH3:17])[C:7]=1[O:18][CH3:19].[CH3:21][O:22][P:23]([O:26]C)[O:24][CH3:25]. No catalyst specified. The product is [CH3:21][O:22][P:23]([CH2:2][C:3]([CH3:20])=[CH:4][CH2:5][C:6]1[C:14]([OH:15])=[C:13]2[C:9](=[C:8]([CH3:17])[C:7]=1[O:18][CH3:19])[CH2:10][O:11][C:12]2=[O:16])(=[O:26])[O:24][CH3:25]. The yield is 0.600. (3) The reactants are [CH:1]1([CH:7]2[CH2:12][NH:11][CH2:10][C:9](=[O:13])[N:8]2[C:14]2[CH:18]=[C:17]([C:19]3[CH:24]=[CH:23][CH:22]=[CH:21][CH:20]=3)[S:16][C:15]=2[C:25]([OH:27])=[O:26])[CH2:6][CH2:5][CH2:4][CH2:3][CH2:2]1.[Cl:28][C:29]1[N:34]=[CH:33][C:32]([S:35](Cl)(=[O:37])=[O:36])=[CH:31][CH:30]=1.[OH-].[Na+].Cl. The catalyst is CC#N.CCOC(C)=O. The product is [Cl:28][C:29]1[N:34]=[CH:33][C:32]([S:35]([N:11]2[CH2:10][C:9](=[O:13])[N:8]([C:14]3[CH:18]=[C:17]([C:19]4[CH:20]=[CH:21][CH:22]=[CH:23][CH:24]=4)[S:16][C:15]=3[C:25]([OH:27])=[O:26])[C@H:7]([CH:1]3[CH2:2][CH2:3][CH2:4][CH2:5][CH2:6]3)[CH2:12]2)(=[O:37])=[O:36])=[CH:31][CH:30]=1. The yield is 0.940. (4) The reactants are [CH3:1]/[C:2](/[C:13]1[O:14][CH:15]=[CH:16][CH:17]=1)=[CH:3]\[CH2:4][CH2:5][CH2:6][CH2:7][CH2:8][CH2:9][CH2:10][CH2:11][CH3:12].C/C(/C1OC=CC=1)=C/CCCCCCCCC.C=C(C1OC=CC=1)CCCCCCCCCC. The catalyst is [Pd]. The product is [CH3:1][CH:2]([C:13]1[O:14][CH:15]=[CH:16][CH:17]=1)[CH2:3][CH2:4][CH2:5][CH2:6][CH2:7][CH2:8][CH2:9][CH2:10][CH2:11][CH3:12]. The yield is 0.720. (5) The catalyst is C(Cl)Cl. The yield is 0.408. The reactants are [N:1]1[CH:6]=[C:5]([CH2:7][C:8]2[C:9](=[O:33])[N:10]=[C:11]([CH2:14][CH2:15][C:16]3[CH:21]=[CH:20][C:19]([O:22][C:23]4[CH:28]=[CH:27][CH:26]=[C:25]([C:29]([F:32])([F:31])[F:30])[CH:24]=4)=[CH:18][CH:17]=3)[NH:12][CH:13]=2)[CH:4]=[N:3][CH:2]=1.CI.[CH3:36]CN(C(C)C)C(C)C. The product is [CH3:36][N:12]1[CH:13]=[C:8]([CH2:7][C:5]2[CH:6]=[N:1][CH:2]=[N:3][CH:4]=2)[C:9](=[O:33])[N:10]=[C:11]1[CH2:14][CH2:15][C:16]1[CH:17]=[CH:18][C:19]([O:22][C:23]2[CH:28]=[CH:27][CH:26]=[C:25]([C:29]([F:32])([F:30])[F:31])[CH:24]=2)=[CH:20][CH:21]=1.